From a dataset of Forward reaction prediction with 1.9M reactions from USPTO patents (1976-2016). Predict the product of the given reaction. (1) Given the reactants Br[C:2]1[CH:3]=[C:4]([N:8]2[CH2:13][CH2:12][C:11](=[O:14])[CH2:10][CH2:9]2)[CH:5]=[CH:6][CH:7]=1.[B:15]1([B:15]2[O:19][C:18]([CH3:21])([CH3:20])[C:17]([CH3:23])([CH3:22])[O:16]2)[O:19][C:18]([CH3:21])([CH3:20])[C:17]([CH3:23])([CH3:22])[O:16]1.CC([O-])=O.[K+].CS(C)=O, predict the reaction product. The product is: [CH3:22][C:17]1([CH3:23])[C:18]([CH3:21])([CH3:20])[O:19][B:15]([C:2]2[CH:3]=[C:4]([N:8]3[CH2:13][CH2:12][C:11](=[O:14])[CH2:10][CH2:9]3)[CH:5]=[CH:6][CH:7]=2)[O:16]1. (2) Given the reactants [C:1]([O:5][C:6]([N:8]1[CH2:12][C@H:11]([F:13])[CH2:10][C@H:9]1[C:14](=[O:27])[NH:15][C:16]1[CH:21]=[C:20]([C:22]([O:24]C)=[O:23])[CH:19]=[C:18]([Br:26])[CH:17]=1)=[O:7])([CH3:4])([CH3:3])[CH3:2].O[Li].O, predict the reaction product. The product is: [C:1]([O:5][C:6]([N:8]1[CH2:12][C@H:11]([F:13])[CH2:10][C@H:9]1[C:14](=[O:27])[NH:15][C:16]1[CH:21]=[C:20]([C:22]([OH:24])=[O:23])[CH:19]=[C:18]([Br:26])[CH:17]=1)=[O:7])([CH3:4])([CH3:2])[CH3:3]. (3) The product is: [CH2:29]([O:36][C:37]([N:39]1[CH2:44][CH2:43][CH:42]([C:45]2[NH:46][C:22](=[O:24])[C:21]3[C:20]([C:13]=2[C:14]2[CH:15]=[CH:16][CH:17]=[CH:18][CH:19]=2)=[CH:28][CH:27]=[CH:26][CH:25]=3)[CH2:41][CH2:40]1)=[O:38])[C:30]1[CH:35]=[CH:34][CH:33]=[CH:32][CH:31]=1. Given the reactants C(NC(C)C)(C)C.C([Li])CCC.[CH2:13]([C:20]1[CH:28]=[CH:27][CH:26]=[CH:25][C:21]=1[C:22]([OH:24])=O)[C:14]1[CH:19]=[CH:18][CH:17]=[CH:16][CH:15]=1.[CH2:29]([O:36][C:37]([N:39]1[CH2:44][CH2:43][CH:42]([C:45]#[N:46])[CH2:41][CH2:40]1)=[O:38])[C:30]1[CH:35]=[CH:34][CH:33]=[CH:32][CH:31]=1, predict the reaction product. (4) Given the reactants [F:1][C:2]([F:18])([F:17])[C:3]1([CH2:8][N:9]2[CH2:14][CH2:13][CH:12]([CH2:15][OH:16])[CH2:11][CH2:10]2)[CH2:7][CH2:6][CH2:5][CH2:4]1.[H-].[Na+].Br[C:22]1[CH:27]=[CH:26][C:25]([Br:28])=[CH:24][N:23]=1, predict the reaction product. The product is: [Br:28][C:25]1[CH:26]=[CH:27][C:22]([O:16][CH2:15][CH:12]2[CH2:11][CH2:10][N:9]([CH2:8][C:3]3([C:2]([F:1])([F:17])[F:18])[CH2:4][CH2:5][CH2:6][CH2:7]3)[CH2:14][CH2:13]2)=[N:23][CH:24]=1. (5) Given the reactants [CH2:1]([O:3][C:4]([C:6]1([C:9]2[CH:14]=[CH:13][C:12]([C:15]3[CH:20]=[CH:19][C:18]([C:21]4[O:25][N:24]=[C:23]([CH3:26])[C:22]=4[NH2:27])=[CH:17][CH:16]=3)=[CH:11][CH:10]=2)[CH2:8][CH2:7]1)=[O:5])[CH3:2].[F:28][C:29]1[CH:30]=[C:31]([CH2:35][CH2:36][C:37](=O)[CH3:38])[CH:32]=[CH:33][CH:34]=1, predict the reaction product. The product is: [CH2:1]([O:3][C:4]([C:6]1([C:9]2[CH:10]=[CH:11][C:12]([C:15]3[CH:20]=[CH:19][C:18]([C:21]4[O:25][N:24]=[C:23]([CH3:26])[C:22]=4[NH:27][CH:37]([CH3:38])[CH2:36][CH2:35][C:31]4[CH:32]=[CH:33][CH:34]=[C:29]([F:28])[CH:30]=4)=[CH:17][CH:16]=3)=[CH:13][CH:14]=2)[CH2:8][CH2:7]1)=[O:5])[CH3:2]. (6) Given the reactants C(OC(=O)COC1C=CC(Cl)=CC=1C#CC1C=CC=C(S(CCC)(=O)=O)C=1)(C)(C)C.[C:31]([O:35][C:36](=[O:48])[CH2:37][O:38][C:39]1[CH:44]=[CH:43][C:42]([Cl:45])=[CH:41][C:40]=1[C:46]#[CH:47])([CH3:34])([CH3:33])[CH3:32].Br[C:50]1[CH:51]=[C:52]([S:57]([NH:60][CH3:61])(=[O:59])=[O:58])[CH:53]=[CH:54][C:55]=1[CH3:56], predict the reaction product. The product is: [C:31]([O:35][C:36](=[O:48])[CH2:37][O:38][C:39]1[CH:44]=[CH:43][C:42]([Cl:45])=[CH:41][C:40]=1[C:46]#[C:47][C:50]1[CH:51]=[C:52]([S:57]([NH:60][CH3:61])(=[O:58])=[O:59])[CH:53]=[CH:54][C:55]=1[CH3:56])([CH3:34])([CH3:33])[CH3:32].